The task is: Predict the reaction yield, written as a fraction of the theoretical maximum amount of product (1.0 means a 100% yield; for example, 0.34 means a 34% yield).. This data is from Reaction yield outcomes from USPTO patents with 853,638 reactions. (1) The reactants are [Al+3].[Cl-].[Cl-].[Cl-].[C:5]1([NH:11][C:12](=[O:17])[CH:13]=[C:14]([CH3:16])[CH3:15])[CH:10]=[CH:9][CH:8]=[CH:7][CH:6]=1. The catalyst is C1C=CC=CC=1. The product is [CH3:16][C:14]1([CH3:15])[C:10]2[C:5](=[CH:6][CH:7]=[CH:8][CH:9]=2)[NH:11][C:12](=[O:17])[CH2:13]1. The yield is 0.860. (2) The reactants are [OH:1][CH2:2][C:3]1([C:8]#[N:9])[CH2:7][CH2:6][CH2:5][CH2:4]1.[H-].[Na+].[CH2:12](Br)[C:13]1[CH:18]=[CH:17][CH:16]=[CH:15][CH:14]=1.O. The catalyst is CN(C=O)C.[Cl-].[Na+].O. The product is [CH2:12]([O:1][CH2:2][C:3]1([C:8]#[N:9])[CH2:7][CH2:6][CH2:5][CH2:4]1)[C:13]1[CH:18]=[CH:17][CH:16]=[CH:15][CH:14]=1. The yield is 0.640. (3) The reactants are [NH2:1][C:2]1[CH:3]=[N:4][CH:5]=[CH:6][CH:7]=1.S(=O)(=O)(O)O.[N:13]([O-])=O.[Na+].[CH3:17][C:18](=[O:23])[CH2:19][C:20](=[O:22])[CH3:21].C([O-])(=O)C.[K+].C([O-])([O-])=O.[Na+].[Na+]. The catalyst is O.C(O)C. The product is [N:4]1[CH:5]=[CH:6][CH:7]=[C:2]([NH:1][N:13]=[C:19]([C:18](=[O:23])[CH3:17])[C:20](=[O:22])[CH3:21])[CH:3]=1. The yield is 0.200. (4) The reactants are [Br:1][C:2]1[C:3](F)=[C:4]2[C:10]([NH:11][C:12](=[O:19])[C:13]3[CH:18]=[CH:17][CH:16]=[N:15][CH:14]=3)=[CH:9][NH:8][C:5]2=[N:6][CH:7]=1.[NH:21]1[CH2:26][CH2:25][CH2:24][CH:23]([NH:27][C:28](=[O:34])[O:29][C:30]([CH3:33])([CH3:32])[CH3:31])[CH2:22]1. The catalyst is CCCCO. The product is [Br:1][C:2]1[C:3]([N:21]2[CH2:26][CH2:25][CH2:24][CH:23]([NH:27][C:28](=[O:34])[O:29][C:30]([CH3:32])([CH3:31])[CH3:33])[CH2:22]2)=[C:4]2[C:10]([NH:11][C:12](=[O:19])[C:13]3[CH:18]=[CH:17][CH:16]=[N:15][CH:14]=3)=[CH:9][NH:8][C:5]2=[N:6][CH:7]=1. The yield is 0.320. (5) The reactants are [Cl:1][C:2]1[CH:7]=[CH:6][C:5]([C:8]2[CH:13]=[CH:12][N:11]([C:14]3[CH:22]=[C:21]4[C:17]([C:18]5[CH2:27][CH2:26][NH:25][CH2:24][C:19]=5[N:20]4[CH3:23])=[CH:16][CH:15]=3)[C:10](=[O:28])[CH:9]=2)=[C:4]([O:29][CH3:30])[CH:3]=1.C=O.[C:33](O[BH-](OC(=O)C)OC(=O)C)(=O)C.[Na+].C([O-])(O)=O.[Na+]. The catalyst is CO.C(Cl)Cl. The product is [Cl:1][C:2]1[CH:7]=[CH:6][C:5]([C:8]2[CH:13]=[CH:12][N:11]([C:14]3[CH:22]=[C:21]4[C:17]([C:18]5[CH2:27][CH2:26][N:25]([CH3:33])[CH2:24][C:19]=5[N:20]4[CH3:23])=[CH:16][CH:15]=3)[C:10](=[O:28])[CH:9]=2)=[C:4]([O:29][CH3:30])[CH:3]=1. The yield is 0.890. (6) The reactants are [NH2:1][C:2]1[N:7]=[C:6](O)[C:5]([CH2:9][CH2:10][CH2:11][CH3:12])=[C:4]([CH3:13])[N:3]=1.P(Cl)(Cl)([Cl:16])=O. No catalyst specified. The product is [CH2:9]([C:5]1[C:6]([Cl:16])=[N:7][C:2]([NH2:1])=[N:3][C:4]=1[CH3:13])[CH2:10][CH2:11][CH3:12]. The yield is 0.290. (7) The reactants are Cl.[CH2:2]([N:4]([CH:40]1[CH2:45][CH2:44][O:43][CH2:42][CH2:41]1)[C:5]1[C:6]([CH3:39])=[C:7]([CH:24]=[C:25]([C:27]2[CH:28]=[N:29][C:30]([N:33]3[CH2:38][CH2:37][NH:36][CH2:35][CH2:34]3)=[CH:31][CH:32]=2)[CH:26]=1)[C:8]([NH:10][CH2:11][C:12]1[C:13](=[O:23])[NH:14][C:15]([CH3:22])=[C:16]([F:21])[C:17]=1[CH:18]([CH3:20])[CH3:19])=[O:9])[CH3:3].C=[O:47].O.[C:49]([BH3-])#N.[Na+]. The catalyst is CO. The product is [CH:44]([OH:43])=[O:47].[CH2:2]([N:4]([CH:40]1[CH2:45][CH2:44][O:43][CH2:42][CH2:41]1)[C:5]1[C:6]([CH3:39])=[C:7]([CH:24]=[C:25]([C:27]2[CH:28]=[N:29][C:30]([N:33]3[CH2:38][CH2:37][N:36]([CH3:49])[CH2:35][CH2:34]3)=[CH:31][CH:32]=2)[CH:26]=1)[C:8]([NH:10][CH2:11][C:12]1[C:13](=[O:23])[NH:14][C:15]([CH3:22])=[C:16]([F:21])[C:17]=1[CH:18]([CH3:20])[CH3:19])=[O:9])[CH3:3]. The yield is 0.190. (8) The reactants are [Br:1][C:2]1[CH:7]=[C:6]([CH:8]2[CH2:12][CH2:11][CH2:10][O:9]2)[C:5]([NH:13]C(=O)C(F)(F)F)=[C:4]([N+:20]([O-:22])=[O:21])[CH:3]=1.[OH-].[Na+]. The catalyst is O1CCOCC1.CC(OC)(C)C. The yield is 0.930. The product is [Br:1][C:2]1[CH:7]=[C:6]([CH:8]2[CH2:12][CH2:11][CH2:10][O:9]2)[C:5]([NH2:13])=[C:4]([N+:20]([O-:22])=[O:21])[CH:3]=1. (9) The catalyst is CN(C=O)C.CCOC(C)=O. The yield is 0.760. The product is [Br:1][C:2]1[CH:7]=[CH:6][C:5]([NH:8][C:9]2[C:10]([C:17]([NH2:23])=[O:18])=[CH:11][N:12]([CH3:16])[C:13](=[O:15])[CH:14]=2)=[C:4]([F:20])[CH:3]=1. The reactants are [Br:1][C:2]1[CH:7]=[CH:6][C:5]([NH:8][C:9]2[C:10]([C:17](O)=[O:18])=[CH:11][N:12]([CH3:16])[C:13](=[O:15])[CH:14]=2)=[C:4]([F:20])[CH:3]=1.CC[N:23]=C=NCCCN(C)C.C1C=CC2N(O)N=NC=2C=1.[NH4+].[Cl-].CCN(CC)CC.